This data is from Reaction yield outcomes from USPTO patents with 853,638 reactions. The task is: Predict the reaction yield, written as a fraction of the theoretical maximum amount of product (1.0 means a 100% yield; for example, 0.34 means a 34% yield). (1) The reactants are C([N-]C(C)C)(C)C.[Li+].[F:9][C:10]([F:22])([F:21])[C:11]1[CH:12]=[C:13]([CH2:17][C:18]([OH:20])=[O:19])[CH:14]=[CH:15][CH:16]=1.I[CH2:24][CH:25]1[CH2:29][CH2:28][CH2:27][CH2:26]1. The catalyst is O1CCCC1.CN1CCCN(C)C1=O.CN1CCCN(C)C1=O. The product is [CH:25]1([CH2:24][CH:17]([C:13]2[CH:14]=[CH:15][CH:16]=[C:11]([C:10]([F:21])([F:22])[F:9])[CH:12]=2)[C:18]([OH:20])=[O:19])[CH2:29][CH2:28][CH2:27][CH2:26]1. The yield is 0.805. (2) The reactants are [F:1][C:2]1[CH:7]=[CH:6][C:5]([C:8]2[C:17]([CH3:18])=[CH:16][C:15]3[C:10](=[CH:11][CH:12]=[C:13]([O:19][CH3:20])[CH:14]=3)[C:9]=2[O:21][CH2:22]OC)=[CH:4][CH:3]=1.Cl.O1CCOCC1.FC1[CH:40]=[CH:39][C:36]([CH:37]=[O:38])=[CH:35][CH:34]=1.C([O-])([O-])=O.[Cs+].[Cs+]. The catalyst is CS(C)=O. The product is [F:1][C:2]1[CH:3]=[CH:4][C:5]([C:8]2[C:17]([CH3:18])=[CH:16][C:11]3[C:10](=[CH:15][CH:14]=[C:13]([O:19][CH3:20])[CH:12]=3)[C:9]=2[O:21][C:22]2[CH:40]=[CH:39][C:36]([CH:37]=[O:38])=[CH:35][CH:34]=2)=[CH:6][CH:7]=1. The yield is 0.720.